From a dataset of NCI-60 drug combinations with 297,098 pairs across 59 cell lines. Regression. Given two drug SMILES strings and cell line genomic features, predict the synergy score measuring deviation from expected non-interaction effect. Cell line: SF-295. Drug 2: CC1=C2C(C(=O)C3(C(CC4C(C3C(C(C2(C)C)(CC1OC(=O)C(C(C5=CC=CC=C5)NC(=O)OC(C)(C)C)O)O)OC(=O)C6=CC=CC=C6)(CO4)OC(=O)C)O)C)O. Drug 1: C1=C(C(=O)NC(=O)N1)F. Synergy scores: CSS=42.8, Synergy_ZIP=-10.2, Synergy_Bliss=-9.96, Synergy_Loewe=-6.26, Synergy_HSA=-3.81.